The task is: Predict the product of the given reaction.. This data is from Forward reaction prediction with 1.9M reactions from USPTO patents (1976-2016). Given the reactants Cl.[Br:2][C:3]1[CH:4]=[C:5]([CH:13]=[CH:14][CH:15]=1)[CH:6]=[C:7]1[CH2:12][CH2:11][NH:10][CH2:9][CH2:8]1.Br[CH2:17][CH2:18][O:19][C:20]1[CH:29]=[CH:28][CH:27]=[C:26]2[C:21]=1[CH:22]=[CH:23][C:24]([CH3:30])=[N:25]2, predict the reaction product. The product is: [CH3:30][C:24]1[CH:23]=[CH:22][C:21]2[C:26](=[CH:27][CH:28]=[CH:29][C:20]=2[O:19][CH2:18][CH2:17][N:10]2[CH2:11][CH2:12][C:7](=[CH:6][C:5]3[CH:4]=[C:3]([Br:2])[CH:15]=[CH:14][CH:13]=3)[CH2:8][CH2:9]2)[N:25]=1.